Dataset: Reaction yield outcomes from USPTO patents with 853,638 reactions. Task: Predict the reaction yield, written as a fraction of the theoretical maximum amount of product (1.0 means a 100% yield; for example, 0.34 means a 34% yield). The reactants are [CH3:1][C:2]1[C:10]2[C:5](=[CH:6][CH:7]=[C:8]([C:11]#[N:12])[CH:9]=2)[NH:4][CH:3]=1. The catalyst is [Ni].N.CO. The product is [CH3:1][C:2]1[C:10]2[C:5](=[CH:6][CH:7]=[C:8]([CH2:11][NH2:12])[CH:9]=2)[NH:4][CH:3]=1. The yield is 0.970.